Predict the product of the given reaction. From a dataset of Forward reaction prediction with 1.9M reactions from USPTO patents (1976-2016). (1) Given the reactants [C:1]([N:8]1[CH:12]=[CH:11]N=[CH:9]1)([N:3]1[CH:7]=[CH:6][N:5]=[CH:4]1)=[O:2].C(NC)C, predict the reaction product. The product is: [CH2:12]([N:8]([CH3:9])[C:1]([N:3]1[CH:7]=[CH:6][N:5]=[CH:4]1)=[O:2])[CH3:11]. (2) Given the reactants [F:1][C:2]([F:35])([F:34])[CH2:3][NH:4][C:5]([NH:7][C:8]1[CH:9]=[C:10]([C:14]2[N:18]3[N:19]=[CH:20][C:21]([C:23]4[CH:28]=[CH:27][C:26]([CH:29]([CH3:33])[C:30](O)=[O:31])=[CH:25][CH:24]=4)=[CH:22][C:17]3=[N:16][CH:15]=2)[CH:11]=[CH:12][CH:13]=1)=[O:6].[NH:36]1[CH2:40][CH2:39][CH2:38][C@H:37]1[CH2:41][OH:42], predict the reaction product. The product is: [OH:42][CH2:41][C@@H:37]1[CH2:38][CH2:39][CH2:40][N:36]1[C:30](=[O:31])[CH:29]([C:26]1[CH:27]=[CH:28][C:23]([C:21]2[CH:20]=[N:19][N:18]3[C:14]([C:10]4[CH:9]=[C:8]([NH:7][C:5]([NH:4][CH2:3][C:2]([F:1])([F:34])[F:35])=[O:6])[CH:13]=[CH:12][CH:11]=4)=[CH:15][N:16]=[C:17]3[CH:22]=2)=[CH:24][CH:25]=1)[CH3:33]. (3) Given the reactants [N:1]1[CH:6]=[CH:5][CH:4]=[C:3]([C:7]([NH:9][C:10](=[O:14])OCC)=S)[CH:2]=1.[CH3:15][NH:16][NH2:17], predict the reaction product. The product is: [CH3:15][N:16]1[C:10]([OH:14])=[N:9][C:7]([C:3]2[CH:2]=[N:1][CH:6]=[CH:5][CH:4]=2)=[N:17]1.